Dataset: Full USPTO retrosynthesis dataset with 1.9M reactions from patents (1976-2016). Task: Predict the reactants needed to synthesize the given product. (1) Given the product [Cl:19][C:15]1[CH:14]=[C:13]([CH:12]2[C:11]([C:22]3[CH:23]=[N:24][C:25]([Cl:28])=[CH:26][CH:27]=3)([C:20]#[N:21])[CH:10]([CH2:29][C:30]([CH3:31])([CH3:32])[CH3:33])[NH:9][CH:8]2[C:6]([OH:7])=[O:5])[CH:18]=[CH:17][CH:16]=1, predict the reactants needed to synthesize it. The reactants are: C([O:5][C:6]([CH:8]1[CH:12]([C:13]2[CH:18]=[CH:17][CH:16]=[C:15]([Cl:19])[CH:14]=2)[C:11]([C:22]2[CH:23]=[N:24][C:25]([Cl:28])=[CH:26][CH:27]=2)([C:20]#[N:21])[CH:10]([CH2:29][C:30]([CH3:33])([CH3:32])[CH3:31])[NH:9]1)=[O:7])(C)(C)C.[OH-].[Na+]. (2) Given the product [CH:1]1([CH:6]([NH:17][C:18]2[CH:19]=[CH:20][C:21]([C:22]([NH:34][CH2:33][CH2:32][C:31]([O:30][CH2:28][CH3:29])=[O:35])=[O:23])=[CH:25][CH:26]=2)[C:7]2[S:8][C:9]3[CH:16]=[CH:15][CH:14]=[CH:13][C:10]=3[C:11]=2[CH3:12])[CH2:5][CH2:4][CH2:3][CH2:2]1, predict the reactants needed to synthesize it. The reactants are: [CH:1]1([CH:6]([NH:17][C:18]2[CH:26]=[CH:25][C:21]([C:22](O)=[O:23])=[CH:20][CH:19]=2)[C:7]2[S:8][C:9]3[CH:16]=[CH:15][CH:14]=[CH:13][C:10]=3[C:11]=2[CH3:12])[CH2:5][CH2:4][CH2:3][CH2:2]1.Cl.[CH2:28]([O:30][C:31](=[O:35])[CH2:32][CH2:33][NH2:34])[CH3:29].O.ON1C2C=CC=CC=2N=N1.Cl.C(N=C=NCCCN(C)C)C.[Cl-].[NH4+]. (3) Given the product [Cl:1][C:2]1[C:7]([C:33]([O:34][CH2:35][CH3:36])=[O:37])=[CH:6][N:5]=[C:4]2[N:8]([Si:12]([CH:16]([CH3:18])[CH3:17])([CH:13]([CH3:15])[CH3:14])[CH:19]([CH3:21])[CH3:20])[C:9]([CH3:11])=[CH:10][C:3]=12, predict the reactants needed to synthesize it. The reactants are: [Cl:1][C:2]1[CH:7]=[CH:6][N:5]=[C:4]2[N:8]([Si:12]([CH:19]([CH3:21])[CH3:20])([CH:16]([CH3:18])[CH3:17])[CH:13]([CH3:15])[CH3:14])[C:9]([CH3:11])=[CH:10][C:3]=12.C([Li])(CC)C.C1CCCCC1.[C:33](Cl)(=[O:37])[O:34][CH2:35][CH3:36].[Cl-].[NH4+]. (4) The reactants are: N#N.[Cl:3][CH2:4][C:5]1[N:6]=[C:7]([CH:10]=[O:11])[S:8][CH:9]=1.[CH3:12][Al](C)C.[NH4+].[Cl-].Cl. Given the product [Cl:3][CH2:4][C:5]1[N:6]=[C:7]([CH:10]([OH:11])[CH3:12])[S:8][CH:9]=1, predict the reactants needed to synthesize it. (5) The reactants are: [Br:1][C:2]1[CH:10]=[C:9]2[C:5]([C:6](=[O:13])[C:7]([CH3:12])([CH3:11])[NH:8]2)=[CH:4][C:3]=1[F:14].[H-].[Na+].I[CH3:18]. Given the product [Br:1][C:2]1[CH:10]=[C:9]2[C:5]([C:6](=[O:13])[C:7]([CH3:11])([CH3:12])[N:8]2[CH3:18])=[CH:4][C:3]=1[F:14], predict the reactants needed to synthesize it. (6) Given the product [S:27]1[CH:31]=[CH:30][CH:29]=[C:28]1[C:32](=[NH:33])[NH:25][C:22]1[CH:23]=[CH:24][C:15]2[N:14]([CH:11]3[CH2:10][CH2:9][N:8]([C:6]([O:5][C:1]([CH3:4])([CH3:2])[CH3:3])=[O:7])[CH2:13][CH2:12]3)[CH2:20][CH2:19][CH2:18][CH2:17][C:16]=2[CH:21]=1, predict the reactants needed to synthesize it. The reactants are: [C:1]([O:5][C:6]([N:8]1[CH2:13][CH2:12][CH:11]([N:14]2[CH2:20][CH2:19][CH2:18][CH2:17][C:16]3[CH:21]=[C:22]([NH2:25])[CH:23]=[CH:24][C:15]2=3)[CH2:10][CH2:9]1)=[O:7])([CH3:4])([CH3:3])[CH3:2].I.[S:27]1[CH:31]=[CH:30][CH:29]=[C:28]1[C:32](SC)=[NH:33]. (7) The reactants are: [NH3:1].Cl[C:3]1[C:4]2[N:5]([C:9]([CH:13]3[CH2:16][C:15]([CH3:18])([OH:17])[CH2:14]3)=[N:10][C:11]=2[I:12])[CH:6]=[CH:7][N:8]=1. Given the product [NH2:1][C:3]1[C:4]2[N:5]([C:9]([CH:13]3[CH2:16][C:15]([CH3:18])([OH:17])[CH2:14]3)=[N:10][C:11]=2[I:12])[CH:6]=[CH:7][N:8]=1, predict the reactants needed to synthesize it. (8) Given the product [CH3:5][O:6][C:7](=[O:43])[CH2:8][C:9]1[CH:14]=[CH:13][C:12]([C:15]2[CH:20]=[CH:19][C:18]([C:21]([CH2:22][CH3:23])([C:24]3[CH:29]=[CH:28][C:27]([O:30][S:31]([C:34]([F:37])([F:35])[F:36])(=[O:32])=[O:33])=[C:26]([CH3:38])[CH:25]=3)[CH2:39][CH3:40])=[CH:17][C:16]=2[OH:41])=[CH:11][CH:10]=1, predict the reactants needed to synthesize it. The reactants are: B(Br)(Br)Br.[CH3:5][O:6][C:7](=[O:43])[CH2:8][C:9]1[CH:14]=[CH:13][C:12]([C:15]2[CH:20]=[CH:19][C:18]([C:21]([CH2:39][CH3:40])([C:24]3[CH:29]=[CH:28][C:27]([O:30][S:31]([C:34]([F:37])([F:36])[F:35])(=[O:33])=[O:32])=[C:26]([CH3:38])[CH:25]=3)[CH2:22][CH3:23])=[CH:17][C:16]=2[O:41]C)=[CH:11][CH:10]=1.C(=O)(O)[O-].[Na+].